Dataset: Catalyst prediction with 721,799 reactions and 888 catalyst types from USPTO. Task: Predict which catalyst facilitates the given reaction. (1) Reactant: [C:1]([O:5][C:6]([O:8][C@@H:9]1[C@@H:13]([CH2:14][O:15][C:16]([O:18][C:19]([CH3:22])([CH3:21])[CH3:20])=[O:17])[O:12][C@@H:11]([N:23]2[CH:28]=[C:27]([C:29]3[N:30]=[N:31][N:32]([CH2:34][CH2:35]O)[CH:33]=3)[C:26](=[O:37])[N:25]([C:38]([O:40][C:41]([CH3:44])([CH3:43])[CH3:42])=[O:39])[C:24]2=[O:45])[CH2:10]1)=[O:7])([CH3:4])([CH3:3])[CH3:2].COCCN(S(F)(F)[F:56])CCOC.C([O-])(O)=O.[Na+]. Product: [C:1]([O:5][C:6]([O:8][C@@H:9]1[C@@H:13]([CH2:14][O:15][C:16]([O:18][C:19]([CH3:22])([CH3:21])[CH3:20])=[O:17])[O:12][C@@H:11]([N:23]2[CH:28]=[C:27]([C:29]3[N:30]=[N:31][N:32]([CH2:34][CH2:35][F:56])[CH:33]=3)[C:26](=[O:37])[N:25]([C:38]([O:40][C:41]([CH3:44])([CH3:43])[CH3:42])=[O:39])[C:24]2=[O:45])[CH2:10]1)=[O:7])([CH3:4])([CH3:3])[CH3:2]. The catalyst class is: 2. (2) The catalyst class is: 80. Reactant: [C:1]([NH:7][C:8]1[CH:9]=[C:10]([CH:16]=[CH:17][CH:18]=1)[C:11]([O:13][CH2:14][CH3:15])=[O:12])(=[O:6])[CH2:2][CH2:3][CH2:4][CH3:5].CC(C)([O-])C.[K+].[C:25]1([C:31]([C:57]2[CH:62]=[CH:61][CH:60]=[CH:59][CH:58]=2)([C:51]2[CH:56]=[CH:55][CH:54]=[CH:53][CH:52]=2)[N:32]2[N:36]=[C:35]([C:37]3[CH:42]=[CH:41][CH:40]=[CH:39][C:38]=3[C:43]3[CH:48]=[CH:47][C:46]([CH2:49]Br)=[CH:45][CH:44]=3)[N:34]=[N:33]2)[CH:30]=[CH:29][CH:28]=[CH:27][CH:26]=1.C(OCC)(=O)C.O. Product: [C:57]1([C:31]([C:25]2[CH:30]=[CH:29][CH:28]=[CH:27][CH:26]=2)([C:51]2[CH:52]=[CH:53][CH:54]=[CH:55][CH:56]=2)[N:32]2[N:36]=[C:35]([C:37]3[CH:42]=[CH:41][CH:40]=[CH:39][C:38]=3[C:43]3[CH:48]=[CH:47][C:46]([CH2:49][N:7]([C:8]4[CH:9]=[C:10]([CH:16]=[CH:17][CH:18]=4)[C:11]([O:13][CH2:14][CH3:15])=[O:12])[C:1](=[O:6])[CH2:2][CH2:3][CH2:4][CH3:5])=[CH:45][CH:44]=3)[N:34]=[N:33]2)[CH:62]=[CH:61][CH:60]=[CH:59][CH:58]=1. (3) Product: [CH3:14][CH:13]([CH3:15])[CH:7]([O:6][S:2]([CH3:1])(=[O:4])=[O:3])[CH2:8][C:9]([O:11][CH3:12])=[O:10].[CH3:23][CH:24]([CH3:35])[CH:25]([O:30][S:31]([CH3:34])(=[O:32])=[O:33])[CH2:26][C:27]([O-:29])=[O:28]. Reactant: [CH3:1][S:2](Cl)(=[O:4])=[O:3].[OH:6][CH:7]([CH:13]([CH3:15])[CH3:14])[CH2:8][C:9]([O:11][CH3:12])=[O:10].C(N(CC)CC)C.[CH3:23][CH:24]([CH3:35])[CH:25]([O:30][S:31]([CH3:34])(=[O:33])=[O:32])[CH2:26][C:27]([O-:29])=[O:28]. The catalyst class is: 4.